Dataset: Catalyst prediction with 721,799 reactions and 888 catalyst types from USPTO. Task: Predict which catalyst facilitates the given reaction. (1) Product: [F:13][C:10]1[CH:11]=[CH:12][C:7]([CH2:6][N:5]2[CH2:4][CH:3]([OH:14])[CH2:2]2)=[CH:8][CH:9]=1. Reactant: Cl[CH2:2][CH:3]([OH:14])[CH2:4][NH:5][CH2:6][C:7]1[CH:12]=[CH:11][C:10]([F:13])=[CH:9][CH:8]=1.C(=O)(O)[O-].[Na+]. The catalyst class is: 10. (2) Reactant: [NH:1]1[CH2:6][CH2:5][CH:4]([N:7]2[CH2:12][CH2:11][N:10]([C:13]([O:15][C:16]([CH3:19])([CH3:18])[CH3:17])=[O:14])[CH2:9][CH2:8]2)[CH2:3][CH2:2]1.F[C:21]1[CH:26]=[CH:25][C:24]([N+:27]([O-:29])=[O:28])=[C:23]([O:30][CH3:31])[CH:22]=1.C([O-])([O-])=O.[K+].[K+]. Product: [CH3:31][O:30][C:23]1[CH:22]=[C:21]([N:1]2[CH2:6][CH2:5][CH:4]([N:7]3[CH2:8][CH2:9][N:10]([C:13]([O:15][C:16]([CH3:19])([CH3:18])[CH3:17])=[O:14])[CH2:11][CH2:12]3)[CH2:3][CH2:2]2)[CH:26]=[CH:25][C:24]=1[N+:27]([O-:29])=[O:28]. The catalyst class is: 10. (3) Reactant: [C-:1]#[N:2].[Na+].[NH2:4][C:5]1[CH:10]=[CH:9][C:8]([CH3:11])=[CH:7][CH:6]=1.[C:12]1(=O)[CH2:17][CH2:16][CH2:15][CH2:14][CH2:13]1.C(OCC)(=O)C. Product: [NH2:2][C:12]1([C:5]#[N:4])[CH2:17][CH2:16][CH2:15][CH2:14][CH2:13]1.[CH3:11][C:8]1[CH:9]=[CH:10][C:5]([NH:4][C:12]2([C:1]#[N:2])[CH2:17][CH2:16][CH2:15][CH2:14][CH2:13]2)=[CH:6][CH:7]=1. The catalyst class is: 15. (4) Reactant: Cl[C:2]1[C:3]2[S:20][CH:19]=[CH:18][C:4]=2[N:5]=[C:6]([C:8]([F:17])([F:16])[C:9]2[CH:14]=[CH:13][C:12]([F:15])=[CH:11][CH:10]=2)[N:7]=1.[CH3:21][C:22]1[NH:26][N:25]=[C:24]([NH2:27])[CH:23]=1.O1CCOCC1.O. Product: [F:16][C:8]([F:17])([C:9]1[CH:14]=[CH:13][C:12]([F:15])=[CH:11][CH:10]=1)[C:6]1[N:7]=[C:2]([NH:27][C:24]2[CH:23]=[C:22]([CH3:21])[NH:26][N:25]=2)[C:3]2[S:20][CH:19]=[CH:18][C:4]=2[N:5]=1. The catalyst class is: 3. (5) Reactant: [N:1]1[C:8](Cl)=[N:7][C:5](Cl)=[N:4][C:2]=1[Cl:3].[CH2:10]([C:12]1[CH:13]=[C:14]([CH:16]=[CH:17][CH:18]=1)[NH2:15])[CH3:11].CCN(C(C)C)C(C)C.[CH3:28][C:29]1[O:35][C:32]([CH2:33][NH2:34])=[CH:31][CH:30]=1. Product: [Cl:3][C:2]1[N:1]=[C:8]([NH:15][C:14]2[CH:16]=[CH:17][CH:18]=[C:12]([CH2:10][CH3:11])[CH:13]=2)[N:7]=[C:5]([NH:34][CH2:33][C:32]2[O:35][C:29]([CH3:28])=[CH:30][CH:31]=2)[N:4]=1. The catalyst class is: 1. (6) Reactant: [C:1](Cl)(=[O:9])[O:2][C:3]1[CH:8]=[CH:7][CH:6]=[CH:5][CH:4]=1.[NH2:11][C:12]1[CH:17]=[N:16][C:15]([C:18]2[CH:23]=[CH:22][CH:21]=[CH:20][CH:19]=2)=[CH:14][N:13]=1.O.C(OCC)C. Product: [C:18]1([C:15]2[N:16]=[CH:17][C:12]([NH:11][C:1](=[O:9])[O:2][C:3]3[CH:8]=[CH:7][CH:6]=[CH:5][CH:4]=3)=[N:13][CH:14]=2)[CH:19]=[CH:20][CH:21]=[CH:22][CH:23]=1. The catalyst class is: 17. (7) Reactant: [N:1]1([C:12]([O:14][C:15]([CH3:18])([CH3:17])[CH3:16])=[O:13])[CH2:6][CH2:5][CH:4]([C:7]([O:9][CH2:10][CH3:11])=[O:8])[CH2:3][CH2:2]1.C[Si]([N-][Si](C)(C)C)(C)C.[Li+].Br[CH2:30][C:31]1[C:32]([I:39])=[N:33][N:34]([CH:36]([CH3:38])[CH3:37])[CH:35]=1. Product: [I:39][C:32]1[C:31]([CH2:30][C:4]2([C:7]([O:9][CH2:10][CH3:11])=[O:8])[CH2:3][CH2:2][N:1]([C:12]([O:14][C:15]([CH3:17])([CH3:16])[CH3:18])=[O:13])[CH2:6][CH2:5]2)=[CH:35][N:34]([CH:36]([CH3:38])[CH3:37])[N:33]=1. The catalyst class is: 7. (8) Reactant: [CH2:1]([N:4]1[CH2:15][CH:14]2[CH2:16][CH:6]([C:7](=[O:19])[C:8]3[C:9]([O:17]C)=[CH:10][CH:11]=[CH:12][C:13]=32)[CH2:5]1)[CH:2]=[CH2:3].B(Cl)(Cl)Cl.C([O-])(O)=O.[Na+]. Product: [CH2:1]([N:4]1[CH2:15][CH:14]2[CH2:16][CH:6]([C:7](=[O:19])[C:8]3[C:9]([OH:17])=[CH:10][CH:11]=[CH:12][C:13]=32)[CH2:5]1)[CH:2]=[CH2:3]. The catalyst class is: 4.